Task: Predict the reaction yield, written as a fraction of the theoretical maximum amount of product (1.0 means a 100% yield; for example, 0.34 means a 34% yield).. Dataset: Reaction yield outcomes from USPTO patents with 853,638 reactions (1) The reactants are [CH2:1]([O:3][C:4]1[CH:5]=[C:6]([C@H:12]([NH2:18])[CH2:13][S:14]([CH3:17])(=[O:16])=[O:15])[CH:7]=[CH:8][C:9]=1[O:10][CH3:11])[CH3:2].C[O:20][C:21](=O)[C:22]1[C:27]([NH:28][C:29]([CH:31]2[CH2:33][CH2:32]2)=[O:30])=[CH:26][CH:25]=[C:24]([Cl:34])[C:23]=1[CH2:35]Br.C(N(CC)CC)C. The catalyst is CN(C=O)C. The product is [Cl:34][C:24]1[CH:25]=[CH:26][C:27]([NH:28][C:29]([CH:31]2[CH2:32][CH2:33]2)=[O:30])=[C:22]2[C:23]=1[CH2:35][N:18]([C@@H:12]([C:6]1[CH:7]=[CH:8][C:9]([O:10][CH3:11])=[C:4]([O:3][CH2:1][CH3:2])[CH:5]=1)[CH2:13][S:14]([CH3:17])(=[O:16])=[O:15])[C:21]2=[O:20]. The yield is 0.300. (2) The reactants are [OH:1][C:2]1[CH:10]=[CH:9][CH:8]=[C:4]([C:5]([OH:7])=[O:6])[C:3]=1[NH2:11].N1C=CC=CC=1.[C:18](Cl)(=[O:25])[C:19]1[CH:24]=[CH:23][N:22]=[CH:21][CH:20]=1. The catalyst is C1(C)C=CC=CC=1. The product is [OH:1][C:2]1[C:3]([NH:11][C:18](=[O:25])[C:19]2[CH:24]=[CH:23][N:22]=[CH:21][CH:20]=2)=[C:4]([CH:8]=[CH:9][CH:10]=1)[C:5]([OH:7])=[O:6]. The yield is 0.770. (3) The reactants are Br[C:2]1[CH:11]=[C:10]2[C:5]([CH:6]=[C:7]([NH:39][C:40](=[O:49])[O:41][CH2:42][C:43]3[CH:48]=[CH:47][CH:46]=[CH:45][CH:44]=3)[C:8]([C:12]([NH:14][C:15]3[CH:16]=[N:17][CH:18]=[CH:19][C:20]=3[N:21]3[CH2:26][C@H:25]([C:27]([F:30])([F:29])[F:28])[CH2:24][C@H:23]([NH:31][C:32]([O:34][C:35]([CH3:38])([CH3:37])[CH3:36])=[O:33])[CH2:22]3)=[O:13])=[N:9]2)=[CH:4][CH:3]=1.[O-]P([O-])([O-])=O.[K+].[K+].[K+].O1CCOCC1.CC1(C)C(C)(C)OB([C:72]2[CH2:73][CH2:74][O:75][CH2:76][CH:77]=2)O1. The catalyst is C1(P(C2CCCCC2)C2C=CC=CC=2C2C(C(C)C)=CC(C(C)C)=CC=2C(C)C)CCCCC1.NC1C=CC=CC=1C1C=CC=CC=1[Pd]Cl.O. The product is [C:35]([O:34][C:32]([NH:31][C@H:23]1[CH2:24][C@@H:25]([C:27]([F:30])([F:29])[F:28])[CH2:26][N:21]([C:20]2[CH:19]=[CH:18][N:17]=[CH:16][C:15]=2[NH:14][C:12]([C:8]2[C:7]([NH:39][C:40](=[O:49])[O:41][CH2:42][C:43]3[CH:48]=[CH:47][CH:46]=[CH:45][CH:44]=3)=[CH:6][C:5]3[C:10](=[CH:11][C:2]([C:72]4[CH2:77][CH2:76][O:75][CH2:74][CH:73]=4)=[CH:3][CH:4]=3)[N:9]=2)=[O:13])[CH2:22]1)=[O:33])([CH3:38])([CH3:36])[CH3:37]. The yield is 0.500. (4) The reactants are [Cl:1][C:2]1[CH:3]=[C:4]2[C:8](=[CH:9][CH:10]=1)[N:7]([C:11]1[N:15]([CH3:16])[N:14]=[C:13]([CH3:17])[C:12]=1[CH2:18][CH2:19][C:20](OCC)=[O:21])[CH:6]=[CH:5]2.[H-].C([Al+]CC(C)C)C(C)C.CO.O. The catalyst is O1CCCC1. The product is [Cl:1][C:2]1[CH:3]=[C:4]2[C:8](=[CH:9][CH:10]=1)[N:7]([C:11]1[N:15]([CH3:16])[N:14]=[C:13]([CH3:17])[C:12]=1[CH2:18][CH2:19][CH2:20][OH:21])[CH:6]=[CH:5]2. The yield is 0.960. (5) The reactants are C[O:2][C:3](=[O:33])[CH2:4][CH:5]1[CH2:13][C:12]2[C:7](=[CH:8][CH:9]=[C:10]([S:14]([N:17]3[CH2:22][CH2:21][N:20]([C:23]4[CH:28]=[CH:27][C:26]([C:29]([F:32])([F:31])[F:30])=[CH:25][CH:24]=4)[CH2:19][CH2:18]3)(=[O:16])=[O:15])[CH:11]=2)[CH2:6]1.[Li+].[OH-]. The catalyst is C1COCC1. The product is [F:32][C:29]([F:30])([F:31])[C:26]1[CH:27]=[CH:28][C:23]([N:20]2[CH2:19][CH2:18][N:17]([S:14]([C:10]3[CH:11]=[C:12]4[C:7](=[CH:8][CH:9]=3)[CH2:6][CH:5]([CH2:4][C:3]([OH:33])=[O:2])[CH2:13]4)(=[O:15])=[O:16])[CH2:22][CH2:21]2)=[CH:24][CH:25]=1. The yield is 0.980. (6) The reactants are [CH:1]1([C:7]2[NH:11][C:10](=[O:12])[C:9]3([CH2:17][CH2:16][N:15]([S:18]([CH:21]=[CH2:22])(=[O:20])=[O:19])[CH2:14][CH2:13]3)[N:8]=2)[CH2:6][CH2:5][CH2:4][CH2:3][CH2:2]1.Br[C:24]1[C:29]([CH3:30])=[CH:28][C:27]([NH:31][C:32](=[O:34])[CH3:33])=[CH:26][C:25]=1[CH3:35].C1(C)C=CC=CC=1P(C1C=CC=CC=1C)C1C=CC=CC=1C.C(N(CC)CC)C.N#N. The catalyst is C([O-])(=O)C.[Pd+2].C([O-])(=O)C.O.CC(N(C)C)=O. The product is [CH:1]1([C:7]2[NH:11][C:10](=[O:12])[C:9]3([CH2:17][CH2:16][N:15]([S:18](/[CH:21]=[CH:22]/[C:24]4[C:29]([CH3:30])=[CH:28][C:27]([NH:31][C:32](=[O:34])[CH3:33])=[CH:26][C:25]=4[CH3:35])(=[O:20])=[O:19])[CH2:14][CH2:13]3)[N:8]=2)[CH2:2][CH2:3][CH2:4][CH2:5][CH2:6]1. The yield is 0.410. (7) The reactants are [F:1][C:2]1[CH:3]=[CH:4][CH2:5][CH:6]2[C:11]([CH3:13])([CH3:12])[O:10][C:9](=[O:14])[NH:8][C:7]=12.[Br:15]Br. The catalyst is C(O)(=O)C. The product is [Br:15][C:4]1[CH2:5][CH:6]2[C:11]([CH3:12])([CH3:13])[O:10][C:9](=[O:14])[NH:8][C:7]2=[C:2]([F:1])[CH:3]=1. The yield is 0.840. (8) The reactants are Cl[C:2]1[C:7]([C:8]([CH:10]=[CH2:11])=[O:9])=[C:6]([Cl:12])[CH:5]=[C:4]([CH3:13])[N:3]=1.[CH3:14][CH2:15][CH2:16][CH:17]([NH2:21])[CH2:18][CH2:19][CH3:20]. The catalyst is C(O)C. The product is [Cl:12][C:6]1[CH:5]=[C:4]([CH3:13])[N:3]=[C:2]2[C:7]=1[C:8](=[O:9])[CH:10]=[CH:11][N:21]2[CH:17]([CH2:18][CH2:19][CH3:20])[CH2:16][CH2:15][CH3:14]. The yield is 0.250. (9) The reactants are [Cl:1][CH2:2][CH:3]1[C:11]2[C:10]3[CH:12]=[C:13]([C:16]([O:18][CH3:19])=[O:17])[CH:14]=[CH:15][C:9]=3[C:8]([N+:20]([O-:22])=[O:21])=[CH:7][C:6]=2[N:5](C(=O)C(F)(F)F)[CH2:4]1.C([O-])([O-])=O.[Cs+].[Cs+].O. The catalyst is CO.C(Cl)Cl. The product is [Cl:1][CH2:2][CH:3]1[C:11]2[C:10]3[CH:12]=[C:13]([C:16]([O:18][CH3:19])=[O:17])[CH:14]=[CH:15][C:9]=3[C:8]([N+:20]([O-:22])=[O:21])=[CH:7][C:6]=2[NH:5][CH2:4]1. The yield is 1.00. (10) The reactants are [CH2:1]1[C:5]2=[C:6]3[C:11](=[CH:12][CH:13]=[C:4]2[N:3]=[CH:2]1)[C:10](=[O:14])[NH:9][CH:8]=[CH:7]3.C([O-])([O-])=O.[K+].[K+].[F:21][C:22]1[CH:29]=[CH:28][C:25]([CH2:26]Br)=[CH:24][CH:23]=1. The catalyst is CN(C=O)C. The product is [F:21][C:22]1[CH:29]=[CH:28][C:25]([CH2:26][N:9]2[CH:8]=[CH:7][C:6]3[C:11](=[CH:12][CH:13]=[C:4]4[NH:3][CH:2]=[CH:1][C:5]4=3)[C:10]2=[O:14])=[CH:24][CH:23]=1. The yield is 0.680.